This data is from Experimentally validated miRNA-target interactions with 360,000+ pairs, plus equal number of negative samples. The task is: Binary Classification. Given a miRNA mature sequence and a target amino acid sequence, predict their likelihood of interaction. The miRNA is hsa-miR-583 with sequence CAAAGAGGAAGGUCCCAUUAC. The protein sequence of the target gene is MSGYSSDRDRGRDRGFGAPRFGGSRAGPLSGKKFGNPGEKLVKKKWNLDELPKFEKNFYQEHPDLARRTAQEVETYRRSKEITVRGHNCPKPVLNFYEANFPANVMDVIARQNFTEPTAIQAQGWPVALSGLDMVGVAQTGSGKTLSYLLPAIVHINHQPFLERGDGPICLVLAPTRELAQQVQQVAAEYCRACRLKSTCIYGGAPKGPQIRDLERGVEICIATPGRLIDFLECGKTNLRRTTYLVLDEADRMLDMGFEPQIRKIVDQIRPDRQTLMWSATWPKEVRQLAEDFLKDYIHI.... Result: 1 (interaction).